This data is from Catalyst prediction with 721,799 reactions and 888 catalyst types from USPTO. The task is: Predict which catalyst facilitates the given reaction. (1) Reactant: C[O:2][C:3]([C:5]1[CH:10]=[CH:9][N:8]2[C:11]([C:32]3[CH:37]=[CH:36][CH:35]=[CH:34][CH:33]=3)=[C:12]([C:14]3[CH:19]=[CH:18][C:17]([C:20]4([NH:24][C:25]([O:27][C:28]([CH3:31])([CH3:30])[CH3:29])=[O:26])[CH2:23][CH2:22][CH2:21]4)=[CH:16][CH:15]=3)[N:13]=[C:7]2[CH:6]=1)=[O:4].[OH-].[Na+]. Product: [C:28]([O:27][C:25]([NH:24][C:20]1([C:17]2[CH:16]=[CH:15][C:14]([C:12]3[N:13]=[C:7]4[CH:6]=[C:5]([C:3]([OH:4])=[O:2])[CH:10]=[CH:9][N:8]4[C:11]=3[C:32]3[CH:37]=[CH:36][CH:35]=[CH:34][CH:33]=3)=[CH:19][CH:18]=2)[CH2:21][CH2:22][CH2:23]1)=[O:26])([CH3:31])([CH3:29])[CH3:30]. The catalyst class is: 24. (2) Reactant: [C:1]([C:5]1[CH:15]=[CH:14][C:8]([CH:9]=[CH:10][C:11]([OH:13])=[O:12])=[CH:7][CH:6]=1)([CH3:4])([CH3:3])[CH3:2].C(OCC)(=O)C.[H][H]. Product: [C:1]([C:5]1[CH:15]=[CH:14][C:8]([CH2:9][CH2:10][C:11]([OH:13])=[O:12])=[CH:7][CH:6]=1)([CH3:4])([CH3:2])[CH3:3]. The catalyst class is: 63. (3) Reactant: [OH:1][C:2]1[CH:7]=[CH:6][C:5]([O:8][C:9]([F:12])([F:11])[F:10])=[CH:4][C:3]=1[C:13]([C:15]1[CH:20]=[CH:19][CH:18]=[CH:17][CH:16]=1)=[O:14].[CH2:21]([O:23][C:24](=[O:44])[CH2:25][S:26][C:27]1[CH:32]=[CH:31][C:30]([O:33][CH2:34][CH2:35][C@@H:36](OS(C)(=O)=O)[CH3:37])=[CH:29][C:28]=1[CH3:43])[CH3:22].C([O-])([O-])=O.[Cs+].[Cs+].Cl. Product: [CH2:21]([O:23][C:24](=[O:44])[CH2:25][S:26][C:27]1[CH:32]=[CH:31][C:30]([O:33][CH2:34][CH2:35][C@H:36]([O:1][C:2]2[CH:7]=[CH:6][C:5]([O:8][C:9]([F:10])([F:11])[F:12])=[CH:4][C:3]=2[C:13](=[O:14])[C:15]2[CH:16]=[CH:17][CH:18]=[CH:19][CH:20]=2)[CH3:37])=[CH:29][C:28]=1[CH3:43])[CH3:22]. The catalyst class is: 18.